This data is from Reaction yield outcomes from USPTO patents with 853,638 reactions. The task is: Predict the reaction yield, written as a fraction of the theoretical maximum amount of product (1.0 means a 100% yield; for example, 0.34 means a 34% yield). The reactants are C([O:8][N:9]1[C:15](=[O:16])[N:14]2[CH2:17][C@H:10]1[CH2:11][CH2:12][C@H:13]2[C:18]([NH:20][NH:21][C:22]([CH:24]1[CH2:27][C:26]([F:29])([F:28])[CH2:25]1)=[O:23])=[O:19])C1C=CC=CC=1.[H][H]. The catalyst is CO.[Pd]. The product is [F:29][C:26]1([F:28])[CH2:27][CH:24]([C:22]([NH:21][NH:20][C:18]([C@@H:13]2[CH2:12][CH2:11][C@@H:10]3[CH2:17][N:14]2[C:15](=[O:16])[N:9]3[OH:8])=[O:19])=[O:23])[CH2:25]1. The yield is 0.960.